From a dataset of Catalyst prediction with 721,799 reactions and 888 catalyst types from USPTO. Predict which catalyst facilitates the given reaction. (1) Reactant: [CH2:1]([C:4]1[CH:9]=[CH:8][C:7]([S:10](Cl)(=[O:12])=[O:11])=[CH:6][CH:5]=1)[CH2:2][CH3:3].N1C=CC=CC=1.N#N.[NH2:22][C:23]1[CH:24]=[CH:25][C:26]2[O:30][N:29]=[CH:28][C:27]=2[CH:31]=1.C([O-])(O)=O.[Na+]. Product: [O:30]1[C:26]2[CH:25]=[CH:24][C:23]([NH:22][S:10]([C:7]3[CH:8]=[CH:9][C:4]([CH2:1][CH2:2][CH3:3])=[CH:5][CH:6]=3)(=[O:12])=[O:11])=[CH:31][C:27]=2[CH:28]=[N:29]1. The catalyst class is: 4. (2) Reactant: [F:1][C:2]1[CH:3]=[C:4]([NH2:31])[C:5]([NH:10][C:11]2[CH:16]=[CH:15][C:14]([N:17]3[CH2:20][CH:19]([O:21][CH2:22][CH2:23][O:24][CH:25]4[CH2:30][CH2:29][CH2:28][CH2:27][O:26]4)[CH2:18]3)=[CH:13][CH:12]=2)=[CH:6][C:7]=1[O:8][CH3:9].[C:32](OC(=O)C)(=[O:34])[CH3:33].O. Product: [F:1][C:2]1[C:7]([O:8][CH3:9])=[CH:6][C:5]([NH:10][C:11]2[CH:12]=[CH:13][C:14]([N:17]3[CH2:18][CH:19]([O:21][CH2:22][CH2:23][O:24][CH:25]4[CH2:30][CH2:29][CH2:28][CH2:27][O:26]4)[CH2:20]3)=[CH:15][CH:16]=2)=[C:4]([NH:31][C:32](=[O:34])[CH3:33])[CH:3]=1. The catalyst class is: 17. (3) Reactant: C(NC(C)C)(C)C.[CH2:8]([Li])[CH2:9][CH2:10][CH3:11].[CH:13]1([CH:17]([C:22]2[CH:27]=[CH:26][CH:25]=[CH:24][CH:23]=2)[C:18]([O:20][CH3:21])=[O:19])CCC1.IC.[Cl-].[NH4+]. Product: [CH:11]1([C:17]([C:22]2[CH:27]=[CH:26][CH:25]=[CH:24][CH:23]=2)([CH3:13])[C:18]([O:20][CH3:21])=[O:19])[CH2:10][CH2:9][CH2:8]1. The catalyst class is: 7. (4) Reactant: Cl.CN(C)CCCN=C=NCC.[CH2:13]([N:20]1[CH2:25][CH2:24][NH:23][C@H:22]([CH2:26][C:27]2[CH:32]=[CH:31][C:30]([Cl:33])=[C:29]([O:34][Si:35]([C:38]([CH3:41])([CH3:40])[CH3:39])([CH3:37])[CH3:36])[CH:28]=2)[CH2:21]1)[C:14]1[CH:19]=[CH:18][CH:17]=[CH:16][CH:15]=1.[CH3:42][O:43][C:44]1[CH:45]=[C:46]([CH:50]=[C:51]([C:53]([F:56])([F:55])[F:54])[CH:52]=1)[C:47](O)=[O:48].ON1C2C=CC=CC=2N=N1.C(=O)([O-])O.[Na+]. The catalyst class is: 46. Product: [CH3:42][O:43][C:44]1[CH:45]=[C:46]([CH:50]=[C:51]([C:53]([F:54])([F:55])[F:56])[CH:52]=1)[C:47]([N:23]1[CH2:24][CH2:25][N:20]([CH2:13][C:14]2[CH:15]=[CH:16][CH:17]=[CH:18][CH:19]=2)[CH2:21][C@H:22]1[CH2:26][C:27]1[CH:32]=[CH:31][C:30]([Cl:33])=[C:29]([O:34][Si:35]([C:38]([CH3:41])([CH3:40])[CH3:39])([CH3:37])[CH3:36])[CH:28]=1)=[O:48]. (5) Product: [CH3:32][O:31][C:28]1[CH:29]=[C:30]2[C:25](=[CH:26][C:27]=1[O:33][CH3:34])[N:24]=[CH:23][N:22]=[C:21]2[NH:1][C:2]1[CH:19]=[CH:18][C:5]2[N:6]=[C:7]([NH:9][C:10](=[O:17])[C:11]3[CH:12]=[CH:13][N:14]=[CH:15][CH:16]=3)[S:8][C:4]=2[CH:3]=1. Reactant: [NH2:1][C:2]1[CH:19]=[CH:18][C:5]2[N:6]=[C:7]([NH:9][C:10](=[O:17])[C:11]3[CH:16]=[CH:15][N:14]=[CH:13][CH:12]=3)[S:8][C:4]=2[CH:3]=1.Cl[C:21]1[C:30]2[C:25](=[CH:26][C:27]([O:33][CH3:34])=[C:28]([O:31][CH3:32])[CH:29]=2)[N:24]=[CH:23][N:22]=1. The catalyst class is: 8.